Dataset: Merck oncology drug combination screen with 23,052 pairs across 39 cell lines. Task: Regression. Given two drug SMILES strings and cell line genomic features, predict the synergy score measuring deviation from expected non-interaction effect. (1) Drug 1: CC1CC2C3CCC4=CC(=O)C=CC4(C)C3(F)C(O)CC2(C)C1(O)C(=O)CO. Drug 2: CCN(CC)CCNC(=O)c1c(C)[nH]c(C=C2C(=O)Nc3ccc(F)cc32)c1C. Cell line: OVCAR3. Synergy scores: synergy=22.1. (2) Drug 1: NC1(c2ccc(-c3nc4ccn5c(=O)[nH]nc5c4cc3-c3ccccc3)cc2)CCC1. Drug 2: Cc1nc(Nc2ncc(C(=O)Nc3c(C)cccc3Cl)s2)cc(N2CCN(CCO)CC2)n1. Cell line: OCUBM. Synergy scores: synergy=11.6. (3) Drug 1: C#Cc1cccc(Nc2ncnc3cc(OCCOC)c(OCCOC)cc23)c1. Drug 2: Cc1nc(Nc2ncc(C(=O)Nc3c(C)cccc3Cl)s2)cc(N2CCN(CCO)CC2)n1. Cell line: LNCAP. Synergy scores: synergy=30.9. (4) Drug 2: Cn1cc(-c2cnn3c(N)c(Br)c(C4CCCNC4)nc23)cn1. Drug 1: CS(=O)(=O)CCNCc1ccc(-c2ccc3ncnc(Nc4ccc(OCc5cccc(F)c5)c(Cl)c4)c3c2)o1. Synergy scores: synergy=12.2. Cell line: VCAP.